Dataset: Forward reaction prediction with 1.9M reactions from USPTO patents (1976-2016). Task: Predict the product of the given reaction. (1) Given the reactants FC(F)(F)C(O)=O.C1(OC)C=CC=CC=1.C([O:23][C:24]1[CH:25]=[N:26][C:27]([N:30]2[C:35](=[O:36])[C:34]([CH2:37][C:38]3[CH:43]=[CH:42][C:41]([Br:44])=[CH:40][CH:39]=3)=[C:33]([CH2:45][CH2:46][CH2:47][CH3:48])[N:32]=[C:31]2[CH3:49])=[N:28][CH:29]=1)C1C=CC=CC=1.O, predict the reaction product. The product is: [Br:44][C:41]1[CH:40]=[CH:39][C:38]([CH2:37][C:34]2[C:35](=[O:36])[N:30]([C:27]3[N:26]=[CH:25][C:24]([OH:23])=[CH:29][N:28]=3)[C:31]([CH3:49])=[N:32][C:33]=2[CH2:45][CH2:46][CH2:47][CH3:48])=[CH:43][CH:42]=1. (2) Given the reactants [CH2:1]([N:3]([CH2:14][CH3:15])[C:4](=[O:13])[O:5][C:6]1[CH:11]=[CH:10][CH:9]=[C:8]([Br:12])[CH:7]=1)[CH3:2].[CH:16]([Li])(CC)[CH3:17].CN(CCN(C)C)C.ICC, predict the reaction product. The product is: [CH2:14]([N:3]([CH2:1][CH3:2])[C:4](=[O:13])[O:5][C:6]1[CH:11]=[CH:10][CH:9]=[C:8]([Br:12])[C:7]=1[CH2:16][CH3:17])[CH3:15]. (3) Given the reactants Br[C:2]1[N:7]=[C:6]([C:8]([O:10][CH3:11])=[O:9])[C:5]([O:12][CH3:13])=[N:4][CH:3]=1.C(=[NH:27])(C1C=CC=CC=1)C1C=CC=CC=1.CC(C)([O-])C.[Na+].Cl.[OH-].[Na+], predict the reaction product. The product is: [NH2:27][C:2]1[N:7]=[C:6]([C:8]([O:10][CH3:11])=[O:9])[C:5]([O:12][CH3:13])=[N:4][CH:3]=1. (4) Given the reactants C1C=C(Cl)C=C(C(OO)=[O:9])C=1.[CH3:12][O:13][C:14]1[CH:15]=[C:16](/[CH:26]=[CH:27]/[C:28]2[N:44]=[C:31]3[CH:32]([C:36]4[CH:41]=[CH:40][C:39]([S:42][CH3:43])=[CH:38][CH:37]=4)[CH2:33][CH2:34][CH2:35][N:30]3[N:29]=2)[CH:17]=[CH:18][C:19]=1[N:20]1[CH:24]=[C:23]([CH3:25])[N:22]=[CH:21]1.C(OCC)(=O)C.[Cl-].[Na+].[OH2:53], predict the reaction product. The product is: [CH3:43][S:42]([C:39]1[CH:38]=[CH:37][C:36]([CH:32]2[CH2:33][CH2:34][CH2:35][N:30]3[N:29]=[C:28](/[CH:27]=[CH:26]/[C:16]4[CH:17]=[CH:18][C:19]([N:20]5[CH:24]=[C:23]([CH3:25])[N:22]=[CH:21]5)=[C:14]([O:13][CH3:12])[CH:15]=4)[N:44]=[C:31]23)=[CH:41][CH:40]=1)(=[O:9])=[O:53]. (5) Given the reactants C([Si](C)(C)[O:6][C@H:7]1[CH2:12][CH2:11][CH2:10][C@H:9]([NH:13][CH2:14][CH2:15][C:16]2[CH:31]=[CH:30][C:19]([O:20][C:21]3[CH:29]=[CH:28][C:24]([C:25]([NH2:27])=[O:26])=[CH:23][N:22]=3)=[CH:18][CH:17]=2)[CH2:8]1)(C)(C)C.[F-].CCCC[N+](CCCC)(CCCC)CCCC.[F-], predict the reaction product. The product is: [OH:6][C@H:7]1[CH2:12][CH2:11][CH2:10][C@H:9]([NH:13][CH2:14][CH2:15][C:16]2[CH:31]=[CH:30][C:19]([O:20][C:21]3[CH:29]=[CH:28][C:24]([C:25]([NH2:27])=[O:26])=[CH:23][N:22]=3)=[CH:18][CH:17]=2)[CH2:8]1. (6) Given the reactants [CH3:1][C:2]1[CH:7]=[C:6]([CH3:8])[CH:5]=[C:4]([CH3:9])[C:3]=1[OH:10].[H-].[Na+].CN(C)C=O.[C:18]([C:22]1[N:27]=[C:26](Cl)[C:25]([C:29]([O:31][CH2:32][CH3:33])=[O:30])=[CH:24][N:23]=1)([CH3:21])([CH3:20])[CH3:19], predict the reaction product. The product is: [C:18]([C:22]1[N:23]=[C:24]([O:10][C:3]2[C:4]([CH3:9])=[CH:5][C:6]([CH3:8])=[CH:7][C:2]=2[CH3:1])[C:25]([C:29]([O:31][CH2:32][CH3:33])=[O:30])=[CH:26][N:27]=1)([CH3:21])([CH3:19])[CH3:20]. (7) Given the reactants [F:1][C:2]([F:7])([F:6])[C:3]([OH:5])=[O:4].[F:8][C:9]([F:14])([F:13])[C:10]([OH:12])=[O:11].[Cl:15][C:16]1[CH:17]=[N:18][C:19]2[NH:20][C:21]3[CH:22]=[N:23][CH:24]=[C:25]([CH:47]=3)[CH2:26][CH2:27][C:28]3[CH:36]=[C:32]([NH:33][C:34]=1[N:35]=2)[CH:31]=[CH:30][C:29]=3[NH:37][C:38](=[O:46])[CH2:39][CH:40]1[CH2:45][CH2:44][NH:43][CH2:42][CH2:41]1.[CH3:48][C:49]1[NH:53][N:52]=[C:51]([C:54](O)=[O:55])[CH:50]=1, predict the reaction product. The product is: [F:1][C:2]([F:7])([F:6])[C:3]([OH:5])=[O:4].[F:8][C:9]([F:14])([F:13])[C:10]([OH:12])=[O:11].[Cl:15][C:16]1[CH:17]=[N:18][C:19]2[NH:20][C:21]3[CH:22]=[N:23][CH:24]=[C:25]([CH:47]=3)[CH2:26][CH2:27][C:28]3[CH:36]=[C:32]([NH:33][C:34]=1[N:35]=2)[CH:31]=[CH:30][C:29]=3[NH:37][C:38](=[O:46])[CH2:39][CH:40]1[CH2:45][CH2:44][N:43]([C:54]([C:51]2[CH:50]=[C:49]([CH3:48])[NH:53][N:52]=2)=[O:55])[CH2:42][CH2:41]1. (8) Given the reactants [CH2:1]([O:3][C:4](=[O:35])[C:5]([O:8][C:9]1[CH:10]=[C:11]2[CH:17]=[C:16]([C:18]([C:25]3[CH:30]=[CH:29][C:28]([S:31]([CH3:34])(=[O:33])=[O:32])=[CH:27][CH:26]=3)=[CH:19][CH:20]3[CH2:24][CH2:23][CH2:22][CH2:21]3)[NH:15][C:12]2=[N:13][CH:14]=1)([CH3:7])[CH3:6])[CH3:2], predict the reaction product. The product is: [CH2:1]([O:3][C:4](=[O:35])[C:5]([O:8][C:9]1[CH:10]=[C:11]2[CH:17]=[C:16]([CH:18]([C:25]3[CH:26]=[CH:27][C:28]([S:31]([CH3:34])(=[O:33])=[O:32])=[CH:29][CH:30]=3)[CH2:19][CH:20]3[CH2:24][CH2:23][CH2:22][CH2:21]3)[NH:15][C:12]2=[N:13][CH:14]=1)([CH3:7])[CH3:6])[CH3:2].